From a dataset of Catalyst prediction with 721,799 reactions and 888 catalyst types from USPTO. Predict which catalyst facilitates the given reaction. Reactant: [CH2:1]([O:3][C:4](=[O:24])/[CH:5]=[CH:6]/[C:7]1[C:12]([NH2:13])=[CH:11][CH:10]=[C:9]([C:14]2[CH:19]=[CH:18][C:17]([C:20]([F:23])([F:22])[F:21])=[CH:16][CH:15]=2)[N:8]=1)[CH3:2]. Product: [CH2:1]([O:3][C:4](=[O:24])[CH2:5][CH2:6][C:7]1[C:12]([NH2:13])=[CH:11][CH:10]=[C:9]([C:14]2[CH:19]=[CH:18][C:17]([C:20]([F:21])([F:22])[F:23])=[CH:16][CH:15]=2)[N:8]=1)[CH3:2]. The catalyst class is: 312.